Predict the product of the given reaction. From a dataset of Forward reaction prediction with 1.9M reactions from USPTO patents (1976-2016). (1) Given the reactants [F:1][C:2]1[CH:11]=[CH:10][C:9]([N:12]2[CH2:17][CH2:16][CH:15]([N:18]3[CH2:23][CH2:22][N:21]([C:24]4[CH:25]=[C:26]([O:34]C)[CH:27]=[C:28]5[C:33]=4[N:32]=[CH:31][CH:30]=[CH:29]5)[CH2:20][CH2:19]3)[CH2:14][CH2:13]2)=[C:8]2[C:3]=1[CH:4]=[CH:5][CH:6]=[N:7]2.[Cl-:36].[Al+3].[Cl-].[Cl-], predict the reaction product. The product is: [ClH:36].[ClH:36].[ClH:36].[F:1][C:2]1[CH:11]=[CH:10][C:9]([N:12]2[CH2:17][CH2:16][CH:15]([N:18]3[CH2:23][CH2:22][N:21]([C:24]4[CH:25]=[C:26]([OH:34])[CH:27]=[C:28]5[C:33]=4[N:32]=[CH:31][CH:30]=[CH:29]5)[CH2:20][CH2:19]3)[CH2:14][CH2:13]2)=[C:8]2[C:3]=1[CH:4]=[CH:5][CH:6]=[N:7]2. (2) The product is: [C:1]([C:3](=[CH:7][C:8]1[CH:13]=[CH:12][CH:11]=[CH:10][C:9]=1[F:14])[C:4]([O:6][N:16]1[C:20](=[O:21])[CH2:19][CH2:18][C:17]1=[O:22])=[O:5])#[N:2]. Given the reactants [C:1]([C:3](=[CH:7][C:8]1[CH:13]=[CH:12][CH:11]=[CH:10][C:9]=1[F:14])[C:4]([OH:6])=[O:5])#[N:2].O[N:16]1[C:20](=[O:21])[CH2:19][CH2:18][C:17]1=[O:22].CCN=C=NCCCN(C)C.Cl, predict the reaction product.